Dataset: Peptide-MHC class II binding affinity with 134,281 pairs from IEDB. Task: Regression. Given a peptide amino acid sequence and an MHC pseudo amino acid sequence, predict their binding affinity value. This is MHC class II binding data. (1) The peptide sequence is WIELKESWGAVWRID. The MHC is DRB1_1501 with pseudo-sequence DRB1_1501. The binding affinity (normalized) is 0.428. (2) The peptide sequence is TYGDKWLDAKSTWYG. The MHC is DRB1_1101 with pseudo-sequence DRB1_1101. The binding affinity (normalized) is 0.220. (3) The peptide sequence is AFKVAATAANAAPHN. The MHC is DRB1_1001 with pseudo-sequence DRB1_1001. The binding affinity (normalized) is 0.847. (4) The binding affinity (normalized) is 0.549. The peptide sequence is EKKYYAATQFEPLAA. The MHC is HLA-DQA10501-DQB10201 with pseudo-sequence HLA-DQA10501-DQB10201.